This data is from CYP2D6 inhibition data for predicting drug metabolism from PubChem BioAssay. The task is: Regression/Classification. Given a drug SMILES string, predict its absorption, distribution, metabolism, or excretion properties. Task type varies by dataset: regression for continuous measurements (e.g., permeability, clearance, half-life) or binary classification for categorical outcomes (e.g., BBB penetration, CYP inhibition). Dataset: cyp2d6_veith. The drug is CN(C)C(=O)CN(c1ccc2c(c1)OCO2)S(C)(=O)=O. The result is 0 (non-inhibitor).